This data is from Full USPTO retrosynthesis dataset with 1.9M reactions from patents (1976-2016). The task is: Predict the reactants needed to synthesize the given product. (1) Given the product [OH:39][C@@H:40]1[CH2:45][CH2:44][C@H:43]([N:16]2[C:17](=[O:30])[C:18]3([CH2:19][CH2:20][CH:21]([C:24]4[CH:29]=[CH:28][CH:27]=[CH:26][CH:25]=4)[CH2:22][CH2:23]3)[N:14]([CH3:13])[C:15]2=[O:31])[CH2:42][CH2:41]1, predict the reactants needed to synthesize it. The reactants are: N(C(OCC)=O)=NC(OCC)=O.[CH3:13][N:14]1[C:18]2([CH2:23][CH2:22][CH:21]([C:24]3[CH:29]=[CH:28][CH:27]=[CH:26][CH:25]=3)[CH2:20][CH2:19]2)[C:17](=[O:30])[NH:16][C:15]1=[O:31].[Si]([O:39][CH:40]1[CH2:45][CH2:44][CH:43](O)[CH2:42][CH2:41]1)(C(C)(C)C)(C)C.C1(P(C2C=CC=CC=2)C2C=CC=CC=2)C=CC=CC=1.F[Si-2](F)(F)(F)(F)F.[H+].[H+]. (2) Given the product [Si:24]([O:18][CH2:5][CH:6]([OH:17])[CH2:7][CH2:8][CH2:9][CH2:10][CH2:11][CH2:12][CH2:13][CH2:14][CH2:15][CH3:16])([C:20]([CH3:23])([CH3:22])[CH3:21])([CH3:26])[CH3:25], predict the reactants needed to synthesize it. The reactants are: C([O-])(=O)C.[CH2:5]([OH:18])[CH:6]([OH:17])[CH2:7][CH2:8][CH2:9][CH2:10][CH2:11][CH2:12][CH2:13][CH2:14][CH2:15][CH3:16].[Cl-].[C:20]([SiH:24]([CH3:26])[CH3:25])([CH3:23])([CH3:22])[CH3:21].